This data is from Peptide-MHC class II binding affinity with 134,281 pairs from IEDB. The task is: Regression. Given a peptide amino acid sequence and an MHC pseudo amino acid sequence, predict their binding affinity value. This is MHC class II binding data. (1) The peptide sequence is AWASACGGTGKNTIV. The MHC is HLA-DQA10101-DQB10501 with pseudo-sequence HLA-DQA10101-DQB10501. The binding affinity (normalized) is 0. (2) The peptide sequence is ESWIVDRQWAQDLTL. The MHC is H-2-IAd with pseudo-sequence H-2-IAd. The binding affinity (normalized) is 0.233. (3) The peptide sequence is VWRIDTPDKLTGPFT. The MHC is DRB3_0202 with pseudo-sequence DRB3_0202. The binding affinity (normalized) is 0.328. (4) The peptide sequence is LRNVACQEAVKLKLI. The MHC is H-2-IAb with pseudo-sequence H-2-IAb. The binding affinity (normalized) is 0.0286. (5) The peptide sequence is ISRRDQRGSGQVVTY. The MHC is HLA-DQA10601-DQB10402 with pseudo-sequence HLA-DQA10601-DQB10402. The binding affinity (normalized) is 0. (6) The peptide sequence is RMGERQLQKIERWFV. The MHC is DRB1_0901 with pseudo-sequence DRB1_0901. The binding affinity (normalized) is 0.500. (7) The binding affinity (normalized) is 0.398. The peptide sequence is IPFVHLGHRDALEDD. The MHC is DRB5_0101 with pseudo-sequence DRB5_0101. (8) The peptide sequence is QDHQEEICEVVLAKS. The MHC is HLA-DQA10102-DQB10502 with pseudo-sequence HLA-DQA10102-DQB10502. The binding affinity (normalized) is 0.390.